From a dataset of NCI-60 drug combinations with 297,098 pairs across 59 cell lines. Regression. Given two drug SMILES strings and cell line genomic features, predict the synergy score measuring deviation from expected non-interaction effect. (1) Drug 1: C1=NC2=C(N=C(N=C2N1C3C(C(C(O3)CO)O)F)Cl)N. Drug 2: CC1=C(N=C(N=C1N)C(CC(=O)N)NCC(C(=O)N)N)C(=O)NC(C(C2=CN=CN2)OC3C(C(C(C(O3)CO)O)O)OC4C(C(C(C(O4)CO)O)OC(=O)N)O)C(=O)NC(C)C(C(C)C(=O)NC(C(C)O)C(=O)NCCC5=NC(=CS5)C6=NC(=CS6)C(=O)NCCC[S+](C)C)O. Cell line: SK-MEL-2. Synergy scores: CSS=51.0, Synergy_ZIP=-0.824, Synergy_Bliss=2.81, Synergy_Loewe=3.68, Synergy_HSA=4.93. (2) Drug 1: C1=CC=C(C=C1)NC(=O)CCCCCCC(=O)NO. Drug 2: COCCOC1=C(C=C2C(=C1)C(=NC=N2)NC3=CC=CC(=C3)C#C)OCCOC.Cl. Cell line: KM12. Synergy scores: CSS=11.5, Synergy_ZIP=-3.01, Synergy_Bliss=1.05, Synergy_Loewe=-3.90, Synergy_HSA=-0.377. (3) Cell line: SK-MEL-28. Drug 1: CC1=CC2C(CCC3(C2CCC3(C(=O)C)OC(=O)C)C)C4(C1=CC(=O)CC4)C. Synergy scores: CSS=0.166, Synergy_ZIP=-1.59, Synergy_Bliss=0.0663, Synergy_Loewe=-10.9, Synergy_HSA=-3.74. Drug 2: C1=C(C(=O)NC(=O)N1)N(CCCl)CCCl. (4) Drug 1: C1=CC(=CC=C1CC(C(=O)O)N)N(CCCl)CCCl.Cl. Drug 2: CC1C(C(CC(O1)OC2CC(OC(C2O)C)OC3=CC4=CC5=C(C(=O)C(C(C5)C(C(=O)C(C(C)O)O)OC)OC6CC(C(C(O6)C)O)OC7CC(C(C(O7)C)O)OC8CC(C(C(O8)C)O)(C)O)C(=C4C(=C3C)O)O)O)O. Cell line: SW-620. Synergy scores: CSS=21.4, Synergy_ZIP=9.88, Synergy_Bliss=8.33, Synergy_Loewe=4.48, Synergy_HSA=4.95. (5) Cell line: NCI-H322M. Synergy scores: CSS=1.14, Synergy_ZIP=0.153, Synergy_Bliss=0.570, Synergy_Loewe=-0.107, Synergy_HSA=-0.609. Drug 1: CCC1=C2CN3C(=CC4=C(C3=O)COC(=O)C4(CC)O)C2=NC5=C1C=C(C=C5)O. Drug 2: C1C(C(OC1N2C=NC(=NC2=O)N)CO)O. (6) Drug 1: CN1C(=O)N2C=NC(=C2N=N1)C(=O)N. Drug 2: CC(C)(C#N)C1=CC(=CC(=C1)CN2C=NC=N2)C(C)(C)C#N. Cell line: SK-OV-3. Synergy scores: CSS=-3.48, Synergy_ZIP=5.10, Synergy_Bliss=6.94, Synergy_Loewe=-2.86, Synergy_HSA=-3.40. (7) Drug 1: C1CCN(CC1)CCOC2=CC=C(C=C2)C(=O)C3=C(SC4=C3C=CC(=C4)O)C5=CC=C(C=C5)O. Drug 2: CC1=C(C=C(C=C1)C(=O)NC2=CC(=CC(=C2)C(F)(F)F)N3C=C(N=C3)C)NC4=NC=CC(=N4)C5=CN=CC=C5. Cell line: NCIH23. Synergy scores: CSS=-2.10, Synergy_ZIP=5.21, Synergy_Bliss=3.62, Synergy_Loewe=-2.45, Synergy_HSA=-2.68. (8) Drug 1: CC1OCC2C(O1)C(C(C(O2)OC3C4COC(=O)C4C(C5=CC6=C(C=C35)OCO6)C7=CC(=C(C(=C7)OC)O)OC)O)O. Drug 2: CS(=O)(=O)CCNCC1=CC=C(O1)C2=CC3=C(C=C2)N=CN=C3NC4=CC(=C(C=C4)OCC5=CC(=CC=C5)F)Cl. Cell line: MOLT-4. Synergy scores: CSS=67.6, Synergy_ZIP=7.08, Synergy_Bliss=5.80, Synergy_Loewe=-14.3, Synergy_HSA=5.01. (9) Synergy scores: CSS=36.0, Synergy_ZIP=0.0686, Synergy_Bliss=-0.608, Synergy_Loewe=-9.83, Synergy_HSA=1.00. Drug 2: CC12CCC3C(C1CCC2OP(=O)(O)O)CCC4=C3C=CC(=C4)OC(=O)N(CCCl)CCCl.[Na+]. Drug 1: CC(CN1CC(=O)NC(=O)C1)N2CC(=O)NC(=O)C2. Cell line: ACHN. (10) Drug 1: C1=CC(=CC=C1C#N)C(C2=CC=C(C=C2)C#N)N3C=NC=N3. Drug 2: CS(=O)(=O)OCCCCOS(=O)(=O)C. Cell line: BT-549. Synergy scores: CSS=7.46, Synergy_ZIP=-0.485, Synergy_Bliss=6.27, Synergy_Loewe=2.61, Synergy_HSA=2.88.